From a dataset of Catalyst prediction with 721,799 reactions and 888 catalyst types from USPTO. Predict which catalyst facilitates the given reaction. (1) Reactant: [Br:1][C:2]1[CH:3]=[CH:4][C:5]([N+:9]([O-])=O)=[C:6]([CH:8]=1)[NH2:7].ClC(Cl)(O[C:16](=[O:22])OC(Cl)(Cl)Cl)Cl.[NH:24]1[CH2:28][CH2:27][CH2:26][CH2:25]1. Product: [NH2:9][C:5]1[CH:4]=[CH:3][C:2]([Br:1])=[CH:8][C:6]=1[NH:7][C:16]([N:24]1[CH2:28][CH2:27][CH2:26][CH2:25]1)=[O:22]. The catalyst class is: 4. (2) Reactant: B(Br)(Br)Br.[Cl:5][C:6]1[C:7]([CH2:21][C:22](=[O:29])[N:23]2[CH2:28][CH2:27][CH2:26][CH2:25][CH2:24]2)=[C:8]([C:14]([O:19]C)=[CH:15][C:16]=1[O:17]C)[C:9]([N:11]([CH3:13])[CH3:12])=[O:10].C([O-])([O-])=O.[Na+].[Na+].CCOC(C)=O. Product: [Cl:5][C:6]1[C:7]([CH2:21][C:22](=[O:29])[N:23]2[CH2:28][CH2:27][CH2:26][CH2:25][CH2:24]2)=[C:8]([C:14]([OH:19])=[CH:15][C:16]=1[OH:17])[C:9]([N:11]([CH3:13])[CH3:12])=[O:10]. The catalyst class is: 2. (3) Reactant: [CH2:1]([O:3][C:4]([CH:6]1[CH:8]2[CH2:9][C:10]3[CH:11]=[C:12](N)[N:13]=[CH:14][C:15]=3[CH:7]12)=[O:5])[CH3:2].N([O-])=[O:18].[Na+]. Product: [CH2:1]([O:3][C:4]([CH:6]1[CH:8]2[CH2:9][C:10]3[CH:11]=[C:12]([OH:18])[N:13]=[CH:14][C:15]=3[CH:7]12)=[O:5])[CH3:2]. The catalyst class is: 82. (4) Product: [NH2:4][C:3]1[CH:5]=[CH:6][CH:7]=[CH:8][C:2]=1[C:1]([NH:46][C:42]([CH3:43])([C:44]#[CH:45])[CH3:41])=[O:10]. The catalyst class is: 2. Reactant: [C:1]([OH:10])(=O)[C:2]1[C:3](=[CH:5][CH:6]=[CH:7][CH:8]=1)[NH2:4].CCN=C=NCCCN(C)C.C1C=CC2N(O)N=NC=2C=1.CCN(C(C)C)C(C)C.[CH3:41][C:42]([NH2:46])([C:44]#[CH:45])[CH3:43]. (5) Product: [CH2:1]([O:5][C:6]([N:8]1[CH2:12][C@H:11]([S:13][C:28](=[O:30])[CH3:29])[CH2:10][C@H:9]1[CH2:14][N:15]([C:25](=[O:27])[CH3:26])[CH2:16][C:17]1[CH:22]=[C:21]([F:23])[CH:20]=[CH:19][C:18]=1[F:24])=[O:7])[CH2:2][CH2:3][CH3:4]. The catalyst class is: 298. Reactant: [CH2:1]([O:5][C:6]([N:8]1[CH2:12][C@H:11]([SH:13])[CH2:10][C@H:9]1[CH2:14][N:15]([C:25](=[O:27])[CH3:26])[CH2:16][C:17]1[CH:22]=[C:21]([F:23])[CH:20]=[CH:19][C:18]=1[F:24])=[O:7])[CH2:2][CH2:3][CH3:4].[C:28](Cl)(=[O:30])[CH3:29]. (6) Reactant: C([O:3][C:4](=[O:28])[CH2:5][NH:6][C:7]([C:9]1[C:14](=[O:15])[N:13]([C:16]2[CH:21]=[CH:20][CH:19]=[CH:18][CH:17]=2)[C:12]([OH:22])=[C:11]([C:23]([O:25]C)=O)[C:10]=1[OH:27])=[O:8])C.C(N(C(C)C)CC)(C)C.Cl.[CH:39]1([CH2:42][CH2:43][NH2:44])[CH2:41][CH2:40]1.Cl. Product: [CH:39]1([CH2:42][CH2:43][NH:44][C:23]([C:11]2[C:10]([OH:27])=[C:9]([C:7]([NH:6][CH2:5][C:4]([OH:3])=[O:28])=[O:8])[C:14](=[O:15])[N:13]([C:16]3[CH:17]=[CH:18][CH:19]=[CH:20][CH:21]=3)[C:12]=2[OH:22])=[O:25])[CH2:41][CH2:40]1. The catalyst class is: 22.